This data is from Reaction yield outcomes from USPTO patents with 853,638 reactions. The task is: Predict the reaction yield, written as a fraction of the theoretical maximum amount of product (1.0 means a 100% yield; for example, 0.34 means a 34% yield). (1) The reactants are C(N(CC)CC)C.Br.[OH:9][C:10]1[CH:15]=[CH:14][C:13]([CH2:16][CH2:17][CH2:18][NH2:19])=[CH:12][CH:11]=1.I.[NH2:21][C:22]1[C:23]([C:30]([NH:32][C:33](=[NH:36])SC)=[O:31])=[N:24][C:25]([Cl:29])=[C:26]([NH2:28])[N:27]=1.C(OCC)(=O)C. The catalyst is C1COCC1.CO. The product is [ClH:29].[OH:9][C:10]1[CH:11]=[CH:12][C:13]([CH2:16][CH2:17][CH2:18][NH:19][C:33]([NH:32][C:30]([C:23]2[C:22]([NH2:21])=[N:27][C:26]([NH2:28])=[C:25]([Cl:29])[N:24]=2)=[O:31])=[NH:36])=[CH:14][CH:15]=1. The yield is 0.310. (2) The reactants are [C:1]([C:3]1[C:4]([NH:21][NH2:22])=[N:5][CH:6]=[CH:7][C:8]=1[N:9]1[CH2:14][CH2:13][CH:12]([C:15]2[CH:20]=[CH:19][CH:18]=[CH:17][CH:16]=2)[CH2:11][CH2:10]1)#[N:2].[CH2:23](OC(OCC)OCC)C. The catalyst is C1(C)C(C)=CC=CC=1. The product is [C:1]([C:3]1[C:4]2[N:5]([CH:23]=[N:22][N:21]=2)[CH:6]=[CH:7][C:8]=1[N:9]1[CH2:10][CH2:11][CH:12]([C:15]2[CH:20]=[CH:19][CH:18]=[CH:17][CH:16]=2)[CH2:13][CH2:14]1)#[N:2]. The yield is 0.900. (3) The product is [CH2:5]([NH:12][C@@H:13]1[CH2:14][CH2:15][C@H:16]([C:19]([O:21][CH3:22])=[O:20])[CH2:17][CH2:18]1)[C:6]1[CH:11]=[CH:10][CH:9]=[CH:8][CH:7]=1. The yield is 0.660. No catalyst specified. The reactants are S(Cl)(Cl)=O.[CH2:5]([NH:12][C@@H:13]1[CH2:18][CH2:17][C@H:16]([C:19]([OH:21])=[O:20])[CH2:15][CH2:14]1)[C:6]1[CH:11]=[CH:10][CH:9]=[CH:8][CH:7]=1.[CH3:22]O. (4) The reactants are C([O:3][CH:4](OCC)[C:5]1[N:9]([CH3:10])[N:8]=[C:7]([C:11]2[CH:16]=[CH:15][CH:14]=[C:13]([CH3:17])[N:12]=2)[N:6]=1)C.[ClH:21]. The catalyst is O. The product is [OH2:3].[ClH:21].[CH3:10][N:9]1[C:5]([CH:4]=[O:3])=[N:6][C:7]([C:11]2[CH:16]=[CH:15][CH:14]=[C:13]([CH3:17])[N:12]=2)=[N:8]1. The yield is 0.945. (5) The reactants are [F:1][C:2]1[CH:7]=[C:6]([CH2:8][N:9]2[C@@H:14]([CH3:15])[CH2:13][CH2:12][C@H:11]([C:16]3[CH:21]=[CH:20][CH:19]=[CH:18][CH:17]=3)[S:10]2(=[O:23])=[O:22])[C:5]([F:24])=[CH:4][C:3]=1[CH2:25][C:26]([O:28][C:29]([CH3:32])([CH3:31])[CH3:30])=[O:27].[H-].[Na+].Br[CH2:36][CH:37]1[CH2:40][O:39][CH2:38]1.[NH4+].[Cl-]. The catalyst is CN(C)C=O. The product is [F:1][C:2]1[CH:7]=[C:6]([CH2:8][N:9]2[C@@H:14]([CH3:15])[CH2:13][CH2:12][C@H:11]([C:16]3[CH:21]=[CH:20][CH:19]=[CH:18][CH:17]=3)[S:10]2(=[O:22])=[O:23])[C:5]([F:24])=[CH:4][C:3]=1[CH:25]([CH2:36][CH:37]1[CH2:40][O:39][CH2:38]1)[C:26]([O:28][C:29]([CH3:31])([CH3:30])[CH3:32])=[O:27]. The yield is 0.500. (6) The reactants are C(OC([N:8]1[CH2:11][CH:10]([N:12]2[CH2:15][CH:14]([OH:16])[CH2:13]2)[CH2:9]1)=O)(C)(C)C. The catalyst is C(Cl)Cl.C(O)(C(F)(F)F)=O. The product is [N:12]1([CH:10]2[CH2:11][NH:8][CH2:9]2)[CH2:15][CH:14]([OH:16])[CH2:13]1. The yield is 0.580. (7) The reactants are C(OC([N:11]1[C:19]2[C:14](=[CH:15][CH:16]=[C:17]([C:20]([OH:22])=O)[CH:18]=2)[CH:13]=[CH:12]1)=O)C1C=CC=CC=1.[N:23]1[CH:28]=[CH:27][C:26]([N:29]2[CH2:34][CH2:33][CH:32]([CH2:35][O:36][C:37]([NH:39][C:40]3[C:41]([NH2:46])=[CH:42][CH:43]=[CH:44][CH:45]=3)=[O:38])[CH2:31][CH2:30]2)=[CH:25][CH:24]=1.C(Cl)CCl.C(OCC)(=O)C. The catalyst is CN(C=O)C.O. The product is [NH:11]1[C:19]2[C:14](=[CH:15][CH:16]=[C:17]([C:20]([NH:46][C:41]3[C:40]([NH:39][C:37]([O:36][CH2:35][CH:32]4[CH2:31][CH2:30][N:29]([C:26]5[CH:25]=[CH:24][N:23]=[CH:28][CH:27]=5)[CH2:34][CH2:33]4)=[O:38])=[CH:45][CH:44]=[CH:43][CH:42]=3)=[O:22])[CH:18]=2)[CH:13]=[CH:12]1. The yield is 0.0800. (8) The reactants are Cl[C:2]1[CH:11]=[CH:10][N:9]=[C:8]2[C:3]=1[CH:4]=[CH:5][C:6]([C:12]([F:15])([F:14])[F:13])=[N:7]2.[F:16][C:17]1[CH:22]=[CH:21][C:20](B2OC(C)(C)C(C)(C)O2)=[CH:19][C:18]=1[C:32]1[CH:37]=[CH:36][CH:35]=[CH:34][C:33]=1[S:38]([CH3:41])(=[O:40])=[O:39]. No catalyst specified. The product is [F:16][C:17]1[C:18]([C:32]2[CH:37]=[CH:36][CH:35]=[CH:34][C:33]=2[S:38]([CH3:41])(=[O:40])=[O:39])=[CH:19][C:20]([C:2]2[CH:11]=[CH:10][N:9]=[C:8]3[C:3]=2[CH:4]=[CH:5][C:6]([C:12]([F:15])([F:14])[F:13])=[N:7]3)=[CH:21][CH:22]=1. The yield is 0.330.